From a dataset of Full USPTO retrosynthesis dataset with 1.9M reactions from patents (1976-2016). Predict the reactants needed to synthesize the given product. Given the product [CH2:29]([O:28][C:21](=[O:27])[CH2:22][CH:23]([N:13]1[C:14]2[CH:19]=[CH:18][CH:17]=[CH:16][C:15]=2[N:11]([CH2:10][C:3]2[C:4]3[CH:9]=[CH:8][CH:7]=[CH:6][C:5]=3[O:1][N:2]=2)[C:12]1=[O:20])[CH2:24][CH2:25][CH3:26])[CH3:30], predict the reactants needed to synthesize it. The reactants are: [O:1]1[C:5]2[CH:6]=[CH:7][CH:8]=[CH:9][C:4]=2[C:3]([CH2:10][N:11]2[C:15]3[CH:16]=[CH:17][CH:18]=[CH:19][C:14]=3[NH:13][C:12]2=[O:20])=[N:2]1.[C:21]([O:28][CH2:29][CH3:30])(=[O:27])/[CH:22]=[CH:23]/[CH2:24][CH2:25][CH3:26].[OH-].C([N+](C)(C)C)C1C=CC=CC=1.